Dataset: Full USPTO retrosynthesis dataset with 1.9M reactions from patents (1976-2016). Task: Predict the reactants needed to synthesize the given product. (1) Given the product [F:35][C:36]1[CH:43]=[CH:42][C:39]([CH2:40][NH:41][C:27]([C:25]2[N:26]=[C:10]3[CH:9]([NH:8][CH3:33])[CH2:15][N:14]([C:16]([O:18][C:19]([CH3:20])([CH3:21])[CH3:22])=[O:17])[CH2:13][CH2:12][N:11]3[C:23](=[O:32])[C:24]=2[OH:31])=[O:28])=[CH:38][C:37]=1[CH3:44], predict the reactants needed to synthesize it. The reactants are: C([N:8]([CH3:33])[CH:9]1[CH2:15][N:14]([C:16]([O:18][C:19]([CH3:22])([CH3:21])[CH3:20])=[O:17])[CH2:13][CH2:12][N:11]2[C:23](=[O:32])[C:24]([OH:31])=[C:25]([C:27](OC)=[O:28])[N:26]=[C:10]12)C1C=CC=CC=1.Cl.[F:35][C:36]1[CH:43]=[CH:42][C:39]([CH2:40][NH2:41])=[CH:38][C:37]=1[CH3:44]. (2) Given the product [F:11][C:12]([F:20])([F:21])[C:13]1[CH:14]=[C:15]([CH:16]=[CH:17][CH:18]=1)[O:19][CH2:23][C:24]([O:26][CH3:27])=[O:25], predict the reactants needed to synthesize it. The reactants are: C(=O)([O-])[O-].[K+].[K+].CC(C)=O.[F:11][C:12]([F:21])([F:20])[C:13]1[CH:14]=[C:15]([OH:19])[CH:16]=[CH:17][CH:18]=1.Cl[CH2:23][C:24]([O:26][CH3:27])=[O:25]. (3) Given the product [NH:28]1[CH:32]=[C:31]([CH2:33][CH2:34][NH:35][C:23](=[O:24])[C:22]2[CH:26]=[CH:27][C:19](/[CH:18]=[N:17]/[NH:16][C:15]3[N:14]=[CH:13][N:12]=[C:11]4[N:7]([C:1]5[CH:6]=[CH:5][CH:4]=[CH:3][CH:2]=5)[N:8]=[CH:9][C:10]=34)=[CH:20][CH:21]=2)[N:30]=[CH:29]1, predict the reactants needed to synthesize it. The reactants are: [C:1]1([N:7]2[C:11]3=[N:12][CH:13]=[N:14][C:15]([NH:16]/[N:17]=[CH:18]/[C:19]4[CH:27]=[CH:26][C:22]([C:23](O)=[O:24])=[CH:21][CH:20]=4)=[C:10]3[CH:9]=[N:8]2)[CH:6]=[CH:5][CH:4]=[CH:3][CH:2]=1.[NH:28]1[CH:32]=[C:31]([CH2:33][CH2:34][NH2:35])[N:30]=[CH:29]1.C1(N2C3=NC=NC(N/N=C/C4C=CC(C(NCCCN5CCCC5)=O)=CC=4)=C3C=N2)C=CC=CC=1. (4) Given the product [OH:1][C:2]1[C:7]([CH3:8])=[C:6]([CH:5]=[CH:4][C:3]=1[C:10](=[O:15])[CH2:11][CH:12]([CH3:13])[CH3:14])[O:9][CH2:17][CH2:18][CH2:19][CH2:20][O:21][C:22]1[CH:27]=[CH:26][C:25]([CH2:28][CH2:29][C:30]([O:32][CH3:33])=[O:31])=[CH:24][CH:23]=1, predict the reactants needed to synthesize it. The reactants are: [OH:1][C:2]1[C:7]([CH3:8])=[C:6]([OH:9])[CH:5]=[CH:4][C:3]=1[C:10](=[O:15])[CH2:11][CH:12]([CH3:14])[CH3:13].Br[CH2:17][CH2:18][CH2:19][CH2:20][O:21][C:22]1[CH:27]=[CH:26][C:25]([CH2:28][CH2:29][C:30]([O:32][CH3:33])=[O:31])=[CH:24][CH:23]=1.